From a dataset of Full USPTO retrosynthesis dataset with 1.9M reactions from patents (1976-2016). Predict the reactants needed to synthesize the given product. (1) Given the product [CH3:1][O:2][C:3]([C:5]1[CH:10]=[CH:9][C:8]([C:11]2[CH:16]=[CH:15][C:14]([O:17][CH3:18])=[CH:13][C:12]=2[NH2:19])=[CH:7][CH:6]=1)=[O:4], predict the reactants needed to synthesize it. The reactants are: [CH3:1][O:2][C:3]([C:5]1[CH:10]=[CH:9][C:8]([C:11]2[CH:16]=[CH:15][C:14]([O:17][CH3:18])=[CH:13][C:12]=2[N+:19]([O-])=O)=[CH:7][CH:6]=1)=[O:4].C(OCC)(=O)C. (2) Given the product [CH3:14][C:15]1[CH:23]=[CH:22][CH:21]=[C:20]([CH3:24])[C:16]=1[C:17]([N:6]1[CH:7]=[C:2]([F:1])[C:3]([N:9]=[CH:10][N:11]([CH3:13])[CH3:12])=[N:4][C:5]1=[O:8])=[O:18], predict the reactants needed to synthesize it. The reactants are: [F:1][C:2]1[C:3]([N:9]=[CH:10][N:11]([CH3:13])[CH3:12])=[N:4][C:5]([OH:8])=[N:6][CH:7]=1.[CH3:14][C:15]1[CH:23]=[CH:22][CH:21]=[C:20]([CH3:24])[C:16]=1[C:17](Cl)=[O:18]. (3) Given the product [O:1]1[C:5]2[CH:6]=[CH:7][CH:8]=[C:9]([C:10](=[O:12])[CH2:11][Br:13])[C:4]=2[O:3][CH2:2]1, predict the reactants needed to synthesize it. The reactants are: [O:1]1[C:5]2[CH:6]=[CH:7][CH:8]=[C:9]([C:10](=[O:12])[CH3:11])[C:4]=2[O:3][CH2:2]1.[Br:13]CC(C1C=C(Cl)C=CC=1Cl)=O. (4) Given the product [OH:3][CH2:4][CH2:5][CH:6]1[O:10][B:9]([OH:11])[C:8]2[CH:12]=[C:13]([O:16][C:17]3[CH:22]=[CH:21][CH:20]=[CH:19][CH:18]=3)[CH:14]=[CH:15][C:7]1=2, predict the reactants needed to synthesize it. The reactants are: C([O:3][C:4](=O)[CH2:5][CH:6]1[O:10][B:9]([OH:11])[C:8]2[CH:12]=[C:13]([O:16][C:17]3[CH:22]=[CH:21][CH:20]=[CH:19][CH:18]=3)[CH:14]=[CH:15][C:7]1=2)C.[H-].[H-].[H-].[H-].[Li+].[Al+3]. (5) Given the product [N:40]1[CH:35]=[CH:36][CH:37]=[C:38]([CH2:39][CH2:34][NH:33][C:20]([C:19]2[CH:18]=[CH:17][C:16]([CH2:15][N:12]3[CH2:13][CH2:14][CH:9]([NH:8][C:6](=[O:7])[O:5][C:1]([CH3:2])([CH3:4])[CH3:3])[CH2:10][CH2:11]3)=[CH:24][CH:23]=2)=[O:22])[CH:47]=1, predict the reactants needed to synthesize it. The reactants are: [C:1]([O:5][C:6]([NH:8][CH:9]1[CH2:14][CH2:13][N:12]([CH2:15][C:16]2[CH:24]=[CH:23][C:19]([C:20]([OH:22])=O)=[CH:18][CH:17]=2)[CH2:11][CH2:10]1)=[O:7])([CH3:4])([CH3:3])[CH3:2].CN(C(O[N:33]1N=[N:40][C:35]2[CH:36]=[CH:37][CH:38]=[CH:39][C:34]1=2)=[N+](C)C)C.[B-](F)(F)(F)F.[CH2:47](N(CC)CC)C.